Dataset: Catalyst prediction with 721,799 reactions and 888 catalyst types from USPTO. Task: Predict which catalyst facilitates the given reaction. Reactant: [F-].C([N+](CCCC)(CCCC)CCCC)CCC.[Si]([O:26][C:27]1[CH:32]=[CH:31][C:30]([N:33]([C:74]2[CH:79]=[CH:78][C:77]([Cl:80])=[CH:76][CH:75]=2)[C:34]([C:36]2[C:44]3[C:39](=[CH:40][CH:41]=[CH:42][CH:43]=3)[N:38]([C:45]3[C:53]([C:54]([N:56]4[C@H:65]([CH2:66][N:67]5[CH2:72][CH2:71][N:70]([CH3:73])[CH2:69][CH2:68]5)[CH2:64][C:63]5[C:58](=[CH:59][CH:60]=[CH:61][CH:62]=5)[CH2:57]4)=[O:55])=[CH:52][C:48]4[O:49][CH2:50][O:51][C:47]=4[CH:46]=3)[CH:37]=2)=[O:35])=[CH:29][CH:28]=1)(C(C)(C)C)(C)C. Product: [Cl:80][C:77]1[CH:78]=[CH:79][C:74]([N:33]([C:30]2[CH:29]=[CH:28][C:27]([OH:26])=[CH:32][CH:31]=2)[C:34]([C:36]2[C:44]3[C:39](=[CH:40][CH:41]=[CH:42][CH:43]=3)[N:38]([C:45]3[C:53]([C:54]([N:56]4[C@H:65]([CH2:66][N:67]5[CH2:72][CH2:71][N:70]([CH3:73])[CH2:69][CH2:68]5)[CH2:64][C:63]5[C:58](=[CH:59][CH:60]=[CH:61][CH:62]=5)[CH2:57]4)=[O:55])=[CH:52][C:48]4[O:49][CH2:50][O:51][C:47]=4[CH:46]=3)[CH:37]=2)=[O:35])=[CH:75][CH:76]=1. The catalyst class is: 1.